This data is from Forward reaction prediction with 1.9M reactions from USPTO patents (1976-2016). The task is: Predict the product of the given reaction. Given the reactants [O:1]1[CH2:6][CH2:5][CH2:4][CH:3]([C:7]2[C:8]([O:13][C:14]3[CH:20]=[CH:19][C:17]([NH2:18])=[CH:16][CH:15]=3)=[N:9][CH:10]=[CH:11][N:12]=2)[CH2:2]1.Cl[C:22]1[S:23][C:24]2[CH:30]=[CH:29][CH:28]=[CH:27][C:25]=2[N:26]=1, predict the reaction product. The product is: [O:1]1[CH2:6][CH2:5][CH2:4][CH:3]([C:7]2[C:8]([O:13][C:14]3[CH:20]=[CH:19][C:17]([NH:18][C:22]4[S:23][C:24]5[CH:30]=[CH:29][CH:28]=[CH:27][C:25]=5[N:26]=4)=[CH:16][CH:15]=3)=[N:9][CH:10]=[CH:11][N:12]=2)[CH2:2]1.